From a dataset of Forward reaction prediction with 1.9M reactions from USPTO patents (1976-2016). Predict the product of the given reaction. (1) Given the reactants [CH3:1][O:2][C:3](=[O:19])[C:4]1[CH:9]=[CH:8][C:7]([NH:10][C:11]([O:13][C:14]([CH3:17])([CH3:16])[CH3:15])=[O:12])=[C:6]([NH2:18])[CH:5]=1.N1C=CC=CC=1.[N+:26]([C:29]1[CH:34]=[CH:33][CH:32]=[CH:31][C:30]=1[S:35](Cl)(=[O:37])=[O:36])([O-:28])=[O:27], predict the reaction product. The product is: [CH3:1][O:2][C:3](=[O:19])[C:4]1[CH:9]=[CH:8][C:7]([NH:10][C:11]([O:13][C:14]([CH3:16])([CH3:15])[CH3:17])=[O:12])=[C:6]([NH:18][S:35]([C:30]2[CH:31]=[CH:32][CH:33]=[CH:34][C:29]=2[N+:26]([O-:28])=[O:27])(=[O:36])=[O:37])[CH:5]=1. (2) Given the reactants [C:1]1([C:26]2[CH:31]=[CH:30][CH:29]=[CH:28][CH:27]=2)[CH:6]=[CH:5][C:4]([C:7]2[O:8][C:9]([CH3:25])=[C:10]([CH2:12][CH2:13][O:14]S(C3C=CC(C)=CC=3)(=O)=O)[N:11]=2)=[CH:3][CH:2]=1.[CH2:32]([O:34][C:35](=[O:47])[C:36]([O:39][C:40]1[CH:45]=[CH:44][C:43](O)=[CH:42][CH:41]=1)([CH3:38])[CH3:37])[CH3:33].C([O-])([O-])=O.[Cs+].[Cs+], predict the reaction product. The product is: [CH2:32]([O:34][C:35](=[O:47])[C:36]([CH3:38])([O:39][C:40]1[CH:45]=[CH:44][C:43]([O:14][CH2:13][CH2:12][C:10]2[N:11]=[C:7]([C:4]3[CH:5]=[CH:6][C:1]([C:26]4[CH:31]=[CH:30][CH:29]=[CH:28][CH:27]=4)=[CH:2][CH:3]=3)[O:8][C:9]=2[CH3:25])=[CH:42][CH:41]=1)[CH3:37])[CH3:33]. (3) Given the reactants [Li]CCCC.[CH3:6][CH2:7][CH2:8][CH2:9][CH2:10][CH3:11].C([NH:15]C(C)C)(C)C.C[N:20]([C:28]1[CH:33]=[CH:32][CH:31]=C(C)N=1)[C:21](=[O:27])[O:22][C:23]([CH3:26])([CH3:25])[CH3:24].C(Br)C=C, predict the reaction product. The product is: [CH2:8]([C:7]1[N:15]=[C:33]([CH2:28][NH:20][C:21](=[O:27])[O:22][C:23]([CH3:26])([CH3:25])[CH3:24])[CH:32]=[CH:31][CH:6]=1)[CH2:9][CH:10]=[CH2:11]. (4) Given the reactants C(OC(=O)[N:7]([C:30]1[CH:35]=[CH:34][C:33]([N:36]2[CH2:41][CH2:40][N:39]([CH3:42])[CH2:38][CH2:37]2)=C[CH:31]=1)[C:8]1[C:9]2[N:10]([CH:27]=[CH:28][N:29]=2)[C:11]([Sn](CCCC)(CCCC)CCCC)=[CH:12][N:13]=1)(C)(C)C.[Br:44]C1OC(C(N)=O)=CC=1.[CH2:53]([Cl:55])Cl, predict the reaction product. The product is: [NH3:7].[Br:44][C:11]1[N:10]2[CH:27]=[CH:28][N:29]=[C:9]2[C:8]([NH:7][C:30]2[CH:35]=[CH:34][C:33]([N:36]3[CH2:41][CH2:40][N:39]([CH3:42])[CH2:38][CH2:37]3)=[C:53]([Cl:55])[CH:31]=2)=[N:13][CH:12]=1. (5) The product is: [Br:1][C:2]1[CH:3]=[C:4]([CH:9]=[CH:10][C:11]=1[O:12][CH:13]=[CH2:14])[C:5]([O:7][CH3:8])=[O:6]. Given the reactants [Br:1][C:2]1[CH:3]=[C:4]([CH:9]=[CH:10][C:11]=1[OH:12])[C:5]([O:7][CH3:8])=[O:6].[C:13](OC=C)(=O)[CH3:14].C([O-])([O-])=O.[Na+].[Na+], predict the reaction product. (6) Given the reactants C(O[C@H:5]1[C@H:9]([O:10]C(=O)C2C=CC=CC=2)[C@H:8]([CH2:19][O:20]C(=O)C2C=CC=CC=2)[O:7][C@@H:6]1[N:29]1[CH:37]=[N:36][C:35]2[C:30]1=[N:31][CH:32]=[N:33][C:34]=2[NH2:38])(=O)C, predict the reaction product. The product is: [CH2:5]1[C@@H:6]([N:29]2[C:30]3[N:31]=[CH:32][N:33]=[C:34]([NH2:38])[C:35]=3[N:36]=[CH:37]2)[O:7][C@@H:8]([CH2:19][OH:20])[C@@H:9]1[OH:10]. (7) Given the reactants [NH:1]1[C:9]2[C:4](=[CH:5][CH:6]=[CH:7][CH:8]=2)C=N1.C[N+:11]([CH3:14])=CCl.[Cl-].C(Cl)(=O)[C:17](Cl)=[O:18], predict the reaction product. The product is: [NH:11]1[C:4]2[C:9](=[CH:8][CH:7]=[CH:6][CH:5]=2)[N:1]=[C:14]1[CH:17]=[O:18]. (8) Given the reactants [ClH:1].O1CCOCC1.[N:8]1[C:17]2[C:12](=[CH:13][CH:14]=[CH:15][CH:16]=2)[C:11]([O:18][C:19]2[CH:24]=[CH:23][C:22]([NH:25]C(=O)OC(C)(C)C)=[CH:21][CH:20]=2)=[N:10][CH:9]=1, predict the reaction product. The product is: [ClH:1].[N:8]1[C:17]2[C:12](=[CH:13][CH:14]=[CH:15][CH:16]=2)[C:11]([O:18][C:19]2[CH:24]=[CH:23][C:22]([NH2:25])=[CH:21][CH:20]=2)=[N:10][CH:9]=1. (9) Given the reactants [C:1]1([CH3:11])[CH:6]=[CH:5][C:4]([S:7](Cl)(=[O:9])=[O:8])=[CH:3][CH:2]=1.[C:12]1([C:18]2([C:30]3[CH:35]=[CH:34][CH:33]=[CH:32][CH:31]=3)[CH2:26][C:25]3[NH:24][N:23]=[C:22]([C:27]([OH:29])=[O:28])[C:21]=3[CH:20]=[CH:19]2)[CH:17]=[CH:16][CH:15]=[CH:14][CH:13]=1, predict the reaction product. The product is: [C:30]1([C:18]2([C:12]3[CH:17]=[CH:16][CH:15]=[CH:14][CH:13]=3)[CH2:26][C:25]3[N:24]([S:7]([C:4]4[CH:5]=[CH:6][C:1]([CH3:11])=[CH:2][CH:3]=4)(=[O:9])=[O:8])[N:23]=[C:22]([C:27]([OH:29])=[O:28])[C:21]=3[CH:20]=[CH:19]2)[CH:31]=[CH:32][CH:33]=[CH:34][CH:35]=1. (10) The product is: [F:22][C:19]1[CH:18]=[CH:17][C:16]([CH2:15][CH2:14][N:11]2[C:10]([CH:23]3[CH2:28][CH2:27][N:26]([CH3:29])[CH2:25][CH2:24]3)=[CH:9][C:8]([C:6]([O:5][C:1]([CH3:3])([CH3:2])[CH3:4])=[O:7])=[C:12]2[CH3:13])=[CH:21][CH:20]=1. Given the reactants [C:1]([O:5][C:6]([C:8]1[CH:9]=[C:10]([CH:23]2[CH2:28][CH2:27][N:26]([C:29](OCC3C=CC=CC=3)=O)[CH2:25][CH2:24]2)[N:11]([CH2:14][CH2:15][C:16]2[CH:21]=[CH:20][C:19]([F:22])=[CH:18][CH:17]=2)[C:12]=1[CH3:13])=[O:7])([CH3:4])([CH3:3])[CH3:2].C=O.[H][H], predict the reaction product.